This data is from Peptide-MHC class I binding affinity with 185,985 pairs from IEDB/IMGT. The task is: Regression. Given a peptide amino acid sequence and an MHC pseudo amino acid sequence, predict their binding affinity value. This is MHC class I binding data. The peptide sequence is FLGKIWPSHK. The MHC is HLA-A68:01 with pseudo-sequence HLA-A68:01. The binding affinity (normalized) is 0.